This data is from Experimentally validated miRNA-target interactions with 360,000+ pairs, plus equal number of negative samples. The task is: Binary Classification. Given a miRNA mature sequence and a target amino acid sequence, predict their likelihood of interaction. (1) The miRNA is rno-miR-92b-3p with sequence UAUUGCACUCGUCCCGGCCUCC. The protein sequence of the target gene is MQSESGIVADFEVGEEFHEEPKTYYELKSQPLKSSSSAEHSGASKPPLSSSTMTSRILLRQQLMREQMQEQERREQQQKLQAAQFMQQRVAVSQTPAINVSVPTTLPSATQVPMEVLKVQTHLENPTKYHIQQAQRHQVKQYLSTTLANKHAGQVLSPPCPNQPGDHAMPPVPGSSAPNSPMAMLTLNSNCEKEAFYKFEEQSRAESECPGMNTHSRASCMQMDDVIDDIISLESSYNEEILGLMDPALQMANTLPVSGNLIDLYSNQGLPPPGLTISNSCPANLPNIKRELTACIFPTE.... Result: 0 (no interaction). (2) The miRNA is mmu-miR-92a-3p with sequence UAUUGCACUUGUCCCGGCCUG. The protein sequence of the target gene is MSLLLSFYLLGLLVRSGQALLQVTISLSKVELSVGESKFFTCTAIGEPESIDWYNPQGEKIISTQRVMLQKEGVRSRLTIYNANIEDAGIYRCQATDAKGQTQEATVVLEIYQKLTFREVVSPQEFKQGEDAEVVCRVSSSPAPAVSWLYHNEEVTTIPDNRFAVLANNNLQILNINKSDEGIYRCEGRVEARGEIDFRDIIVIVNVPPAIMMPQKSFNATAERGEEMTLTCKASGSPDPTISWFRNGKLIEENEKYILKGSNTELTVRNIINKDGGSYVCKATNKAGEDQKQAFLQVFV.... Result: 1 (interaction). (3) The miRNA is hsa-miR-4738-3p with sequence UGAAACUGGAGCGCCUGGAGGA. The protein sequence of the target gene is MSEKQMKEAFVSNLNGTTVLEITQGLCFPAFCILCRGFLIIFSQYLCSFSPTWKTRFLTDFVVLIVPMVATLTIWASFILLELLGVIIFGAGLLYQIYRRRTCYARLPFLKILEKFLNISLESEYNPAISCFRVITSAFTAIAILAVDFPLFPRRFAKTELYGTGAMDFGVGGFVFGSAMVCLEVRRRKYMEGSKLHYFTNSLYSVWPLVFLGIGRLAIIKSIGYQEHLTEYGVHWNFFFTIIVVKLITPLLLIIFPLNKSWIIALGITVLYQLALDFTSLKRLILYGTDGSGTRVGLLN.... Result: 1 (interaction). (4) The miRNA is hsa-miR-383-5p with sequence AGAUCAGAAGGUGAUUGUGGCU. The protein sequence of the target gene is MGRFRGGLRCIKYLLLGFNLLFWLAGSAVIAFGLWFRFGGTMKDLSSEDKSPEYFYVGLYVLVGAGALMMTVGFFGCCGAMRESQCVLGSFFTCLLVIFAAEVTTGVFAFIGKDVAIRHVQSMYEEAYSDYLKDRARGNGTLITFHSAFQCCGKESSEQVQPTCPKELPGHKNCIDKIETVISAKLQLIGIVGIGIAGLTIFGMIFSMVLCCAIRNSRDVI. Result: 0 (no interaction).